From a dataset of CYP2C9 inhibition data for predicting drug metabolism from PubChem BioAssay. Regression/Classification. Given a drug SMILES string, predict its absorption, distribution, metabolism, or excretion properties. Task type varies by dataset: regression for continuous measurements (e.g., permeability, clearance, half-life) or binary classification for categorical outcomes (e.g., BBB penetration, CYP inhibition). Dataset: cyp2c9_veith. (1) The compound is CSc1nc(N)c2ncn([C@H]3O[C@H](COP(=O)([O-])OP(=O)([O-])[O-])[C@@H](O)[C@@H]3O)c2n1. The result is 0 (non-inhibitor). (2) The molecule is N[C@@H](CP(=O)(O)O)C(=O)O. The result is 0 (non-inhibitor). (3) The molecule is CCc1cccc(CC)c1NC(=O)CN1CC(C)SC1=NC1CCCCC1. The result is 0 (non-inhibitor). (4) The compound is CN(C(=S)NC(=O)c1ccccc1Br)C1CCCCC1. The result is 0 (non-inhibitor).